This data is from Reaction yield outcomes from USPTO patents with 853,638 reactions. The task is: Predict the reaction yield, written as a fraction of the theoretical maximum amount of product (1.0 means a 100% yield; for example, 0.34 means a 34% yield). The reactants are [N+:1]([C:4]1[CH:5]=[C:6]2[C:10](=[CH:11][CH:12]=1)[NH:9][C:8](=[O:13])[CH2:7]2)([O-])=O. The catalyst is CO.[Pd]. The product is [NH2:1][C:4]1[CH:5]=[C:6]2[C:10](=[CH:11][CH:12]=1)[NH:9][C:8](=[O:13])[CH2:7]2. The yield is 0.600.